The task is: Predict the reactants needed to synthesize the given product.. This data is from Full USPTO retrosynthesis dataset with 1.9M reactions from patents (1976-2016). (1) Given the product [CH3:1][C:2]1[C:3]([N:13]2[CH2:14][CH2:15][N:16]([CH2:19][CH2:20][S:21]([CH3:24])(=[O:22])=[O:23])[CH2:17][CH2:18]2)=[CH:4][C:5]([O:11][CH3:12])=[C:6]([CH:7]=1)[NH2:8], predict the reactants needed to synthesize it. The reactants are: [CH3:1][C:2]1[CH:7]=[C:6]([N+:8]([O-])=O)[C:5]([O:11][CH3:12])=[CH:4][C:3]=1[N:13]1[CH2:18][CH2:17][N:16]([CH2:19][CH2:20][S:21]([CH3:24])(=[O:23])=[O:22])[CH2:15][CH2:14]1. (2) Given the product [Cl:47][C:48]1[CH:49]=[CH:50][C:51]([N:57]2[CH:61]=[CH:60][N:59]=[N:58]2)=[C:52]([CH:56]=1)[C:53]([NH:44][C@H:40]1[CH2:41][CH2:42][CH2:43][C@@H:39]1[NH:38][C:35]1[CH:34]=[N:33][C:32]([C:31]([F:30])([F:45])[F:46])=[CH:37][N:36]=1)=[O:54], predict the reactants needed to synthesize it. The reactants are: COC1C=CC(C)=CC=1C(N[C@H]1CCC[C@@H]1NC1C=NC(C(F)(F)F)=CN=1)=O.Cl.[F:30][C:31]([F:46])([F:45])[C:32]1[N:33]=[CH:34][C:35]([NH:38][C@H:39]2[CH2:43][CH2:42][CH2:41][C@@H:40]2[NH2:44])=[N:36][CH:37]=1.[Cl:47][C:48]1[CH:49]=[CH:50][C:51]([N:57]2[CH:61]=[CH:60][N:59]=[N:58]2)=[C:52]([CH:56]=1)[C:53](O)=[O:54].